From a dataset of CYP2C9 inhibition data for predicting drug metabolism from PubChem BioAssay. Regression/Classification. Given a drug SMILES string, predict its absorption, distribution, metabolism, or excretion properties. Task type varies by dataset: regression for continuous measurements (e.g., permeability, clearance, half-life) or binary classification for categorical outcomes (e.g., BBB penetration, CYP inhibition). Dataset: cyp2c9_veith. The molecule is CS(=O)(=O)N1CCN(c2ccc([N+](=O)[O-])c(NCc3ccccc3)c2)CC1. The result is 1 (inhibitor).